This data is from Reaction yield outcomes from USPTO patents with 853,638 reactions. The task is: Predict the reaction yield, written as a fraction of the theoretical maximum amount of product (1.0 means a 100% yield; for example, 0.34 means a 34% yield). The reactants are C([O:3][C:4](=O)[C:5]1[CH:10]=[C:9]([O:11][CH2:12][CH2:13][O:14][CH3:15])[C:8]([O:16][CH2:17][CH2:18][O:19][CH3:20])=[CH:7][C:6]=1[N+:21]([O-])=O)C.[CH:25]([O-])=O.[NH4+:28]. The catalyst is [Pd].C(N)=O. The product is [CH3:15][O:14][CH2:13][CH2:12][O:11][C:9]1[CH:10]=[C:5]2[C:6](=[CH:7][C:8]=1[O:16][CH2:17][CH2:18][O:19][CH3:20])[N:21]=[CH:25][NH:28][C:4]2=[O:3]. The yield is 0.750.